Dataset: Reaction yield outcomes from USPTO patents with 853,638 reactions. Task: Predict the reaction yield, written as a fraction of the theoretical maximum amount of product (1.0 means a 100% yield; for example, 0.34 means a 34% yield). (1) The reactants are I[C:2]1[CH:7]=[CH:6][C:5]([NH:8][CH2:9][C:10]2[CH:15]=[CH:14][C:13]([O:16][CH:17]3[CH2:22][CH2:21][CH2:20][CH2:19][O:18]3)=[CH:12][CH:11]=2)=[CH:4][CH:3]=1.[C:23]([N:27]1[CH2:32][CH2:31][O:30][CH2:29][CH2:28]1)(=[O:26])[CH:24]=[CH2:25].C(N(CC)CC)C.C1(P(C2C=CC=CC=2)C2C=CC=CC=2)C=CC=CC=1. The catalyst is CN(C)C=O.CC([O-])=O.CC([O-])=O.[Pd+2].O. The product is [N:27]1([C:23](=[O:26])[CH:24]=[CH:25][C:2]2[CH:7]=[CH:6][C:5]([NH:8][CH2:9][C:10]3[CH:15]=[CH:14][C:13]([O:16][CH:17]4[CH2:22][CH2:21][CH2:20][CH2:19][O:18]4)=[CH:12][CH:11]=3)=[CH:4][CH:3]=2)[CH2:32][CH2:31][O:30][CH2:29][CH2:28]1. The yield is 0.500. (2) The reactants are O[Li].O.[Br:4][C:5]1[CH:6]=[CH:7][C:8]2[N:9]([CH2:19][CH:20]3[O:24]C(=O)[N:22]([C:26]4[CH:31]=[CH:30][CH:29]=[CH:28][N:27]=4)[CH2:21]3)[C:10]3[C:15]([C:16]=2[CH:17]=1)=[CH:14][C:13]([Br:18])=[CH:12][CH:11]=3. The catalyst is C1COCC1.O. The product is [Br:18][C:13]1[CH:12]=[CH:11][C:10]2[N:9]([CH2:19][CH:20]([OH:24])[CH2:21][NH:22][C:26]3[CH:31]=[CH:30][CH:29]=[CH:28][N:27]=3)[C:8]3[C:16]([C:15]=2[CH:14]=1)=[CH:17][C:5]([Br:4])=[CH:6][CH:7]=3. The yield is 0.410. (3) The reactants are O1CCO[CH:2]1[C:6]1[CH:11]=[C:10]([O:12][CH3:13])[CH:9]=[CH:8][C:7]=1[C@H:14]([C:21]1[CH:30]=[CH:29][C:28]2[C:23](=[CH:24][CH:25]=[CH:26][CH:27]=2)[CH:22]=1)[CH2:15][NH:16][C:17](=[O:20])[O:18][CH3:19].Cl. The catalyst is O1CCOCC1.C(O)C.FC(F)(F)C(O)=O.[Pd]. The product is [CH3:13][O:12][C:10]1[CH:11]=[C:6]2[C:7]([C@H:14]([C:21]3[CH:30]=[CH:29][C:28]4[C:23](=[CH:24][CH:25]=[CH:26][CH:27]=4)[CH:22]=3)[CH2:15][N:16]([C:17]([O:18][CH3:19])=[O:20])[CH2:2]2)=[CH:8][CH:9]=1. The yield is 0.600.